From a dataset of Full USPTO retrosynthesis dataset with 1.9M reactions from patents (1976-2016). Predict the reactants needed to synthesize the given product. (1) Given the product [Cl:1][C:2]1[N:17]=[CH:16][C:15]([I:27])=[C:14]([Cl:18])[C:3]=1[C:4]([O:6][CH2:7][C:8]1[CH:13]=[CH:12][CH:11]=[CH:10][CH:9]=1)=[O:5], predict the reactants needed to synthesize it. The reactants are: [Cl:1][C:2]1[N:17]=[CH:16][CH:15]=[C:14]([Cl:18])[C:3]=1[C:4]([O:6][CH2:7][C:8]1[CH:13]=[CH:12][CH:11]=[CH:10][CH:9]=1)=[O:5].[Li+].CC([N-]C(C)C)C.[I:27]I. (2) Given the product [BrH:9].[CH3:8][C:5]1[CH:6]=[CH:7][C:2]2[N:3]([CH:10]=[C:11]([C:13]3[CH:20]=[CH:19][C:16]([C:17]#[N:18])=[CH:15][CH:14]=3)[N:1]=2)[CH:4]=1, predict the reactants needed to synthesize it. The reactants are: [NH2:1][C:2]1[CH:7]=[CH:6][C:5]([CH3:8])=[CH:4][N:3]=1.[Br:9][CH2:10][C:11]([C:13]1[CH:20]=[CH:19][C:16]([C:17]#[N:18])=[CH:15][CH:14]=1)=O. (3) Given the product [CH3:2][O:3][C:4]1[CH:5]=[C:6]([C:15]2[N:54]([C:50]3[CH:49]=[N:48][CH:53]=[CH:52][CH:51]=3)[N:55]=[C:17]([C:18]([OH:20])=[O:19])[CH:16]=2)[CH:7]=[C:8]([O:10][C:11]([F:12])([F:13])[F:14])[CH:9]=1, predict the reactants needed to synthesize it. The reactants are: [Li].[CH3:2][O:3][C:4]1[CH:5]=[C:6]([C:15]([O-])=[CH:16][C:17](=O)[C:18]([O:20]CC)=[O:19])[CH:7]=[C:8]([O:10][C:11]([F:14])([F:13])[F:12])[CH:9]=1.ClC1C=C(C2N(C3C=CC=CN=3)N=C(C(O)=O)C=2)C=C(F)C=1.Cl.[N:48]1[CH:53]=[CH:52][CH:51]=[C:50]([NH:54][NH2:55])[CH:49]=1. (4) Given the product [CH3:13][O:12][C:9]1[CH:10]=[C:11]2[C:6](=[CH:7][C:8]=1[O:14][CH3:15])[N:5]=[CH:4][N:3]=[C:2]2[N:26]1[CH2:25][CH2:24][CH:23]([NH:22][C:21]([NH:41][C:42]2[CH:43]=[CH:44][C:45]([N:48]3[CH2:53][CH2:52][O:51][CH2:50][CH2:49]3)=[CH:46][CH:47]=2)=[O:29])[CH2:28][CH2:27]1, predict the reactants needed to synthesize it. The reactants are: Cl[C:2]1[C:11]2[C:6](=[CH:7][C:8]([O:14][CH3:15])=[C:9]([O:12][CH3:13])[CH:10]=2)[N:5]=[CH:4][N:3]=1.C(O[C:21](=[O:29])[NH:22][CH:23]1[CH2:28][CH2:27][NH:26][CH2:25][CH2:24]1)(C)(C)C.[N+](C1C=CC(OC(=O)[NH:41][C:42]2[CH:47]=[CH:46][C:45]([N:48]3[CH2:53][CH2:52][O:51][CH2:50][CH2:49]3)=[CH:44][CH:43]=2)=CC=1)([O-])=O. (5) The reactants are: [N+](C1C([N+]([O-])=O)=C(O)C(=CC=1)C(O)=O)([O-])=O.[OH-].[Na+].O.O.O.O.C(C(C(C([O-])=O)O)O)([O-])=O.[Na+].[K+].[OH2:36].[OH:36][CH:37]1[O:56][C@H:55]([CH2:57][OH:58])[C@@H:42]([O:43][C@@H:37]2[O:56][C@H:55]([CH2:57][OH:58])[C@H:42]([OH:43])[C@H:40]([OH:41])[C@H:38]2[OH:39])[C@H:40]([OH:41])[C@H:38]1[OH:39]. Given the product [O:36]=[CH:37][C@@H:38]([C@H:40]([C@@H:42]([C@@H:55]([CH2:57][OH:58])[OH:56])[OH:43])[OH:41])[OH:39], predict the reactants needed to synthesize it. (6) Given the product [C:12]([CH:11]([C:5]1[CH:6]=[C:7]([O:9][CH3:10])[CH:8]=[C:3]([F:2])[CH:4]=1)[C:14]([O:15][CH2:16][CH3:17])=[O:18])#[N:13], predict the reactants needed to synthesize it. The reactants are: [Na].[F:2][C:3]1[CH:4]=[C:5]([CH2:11][C:12]#[N:13])[CH:6]=[C:7]([O:9][CH3:10])[CH:8]=1.[C:14](=O)([O:18]CC)[O:15][CH2:16][CH3:17]. (7) Given the product [CH3:1][C:2]1[CH:7]=[CH:6][C:5]([C:8]2[O:9][C:10]([CH3:13])=[N:11][N:12]=2)=[CH:4][C:3]=1[C:14]1[CH:15]=[CH:16][C:17]([C:20]([NH:54][CH:46]([CH3:45])[CH2:47][C:48]2[CH:53]=[CH:52][CH:51]=[CH:50][CH:49]=2)=[O:21])=[CH:18][CH:19]=1, predict the reactants needed to synthesize it. The reactants are: [CH3:1][C:2]1[CH:7]=[CH:6][C:5]([C:8]2[O:9][C:10]([CH3:13])=[N:11][N:12]=2)=[CH:4][C:3]=1[C:14]1[CH:19]=[CH:18][C:17]([C:20](O)=[O:21])=[CH:16][CH:15]=1.C1C=CC2N(O)N=NC=2C=1.Cl.CN(C)CCCN=C=NCC.[CH3:45][CH:46]([NH2:54])[CH2:47][C:48]1[CH:53]=[CH:52][CH:51]=[CH:50][CH:49]=1. (8) Given the product [Cl:20][C:21]1[N:26]=[C:25]([CH2:27][C:12]([C:11]2[CH:17]=[CH:18][CH:19]=[C:9]([O:8][CH2:7][C:1]3[CH:2]=[CH:3][CH:4]=[CH:5][CH:6]=3)[CH:10]=2)=[O:14])[CH:24]=[CH:23][N:22]=1, predict the reactants needed to synthesize it. The reactants are: [C:1]1([CH2:7][O:8][C:9]2[CH:10]=[C:11]([CH:17]=[CH:18][CH:19]=2)[C:12]([O:14]CC)=O)[CH:6]=[CH:5][CH:4]=[CH:3][CH:2]=1.[Cl:20][C:21]1[N:26]=[C:25]([CH3:27])[CH:24]=[CH:23][N:22]=1.[Li+].C[Si]([N-][Si](C)(C)C)(C)C.